This data is from Catalyst prediction with 721,799 reactions and 888 catalyst types from USPTO. The task is: Predict which catalyst facilitates the given reaction. (1) Reactant: [NH2:1][CH:2]([CH2:12][C:13]1[CH:18]=[CH:17][CH:16]=[C:15]([O:19][CH:20]([CH3:22])[CH3:21])[CH:14]=1)[CH:3]([C:5]1[CH:10]=[CH:9][C:8]([F:11])=[CH:7][CH:6]=1)[OH:4].[C:23]1([C:34](O)=[O:35])[CH:24]=[CH:25][CH:26]=[C:27]2[CH2:33][CH2:32][CH2:31][CH:30]=[CH:29][C:28]=12.Cl.C(N=C=NCCCN(C)C)C.O.ON1C2C=CC=CC=2N=N1. The catalyst class is: 47. Product: [F:11][C:8]1[CH:7]=[CH:6][C:5]([CH:3]([OH:4])[CH:2]([NH:1][C:34]([C:23]2[CH:24]=[CH:25][CH:26]=[C:27]3[CH2:33][CH2:32][CH2:31][CH:30]=[CH:29][C:28]=23)=[O:35])[CH2:12][C:13]2[CH:18]=[CH:17][CH:16]=[C:15]([O:19][CH:20]([CH3:22])[CH3:21])[CH:14]=2)=[CH:10][CH:9]=1. (2) Reactant: FC(F)(F)C(O)=O.C[O:9][C:10](=[O:40])[C@H:11]([CH2:20][C:21]1[CH:26]=[CH:25][CH:24]=[C:23]([O:27][CH2:28][CH2:29][C:30]2[CH:39]=[CH:38][C:37]3[C:32](=[CH:33][CH:34]=[CH:35][CH:36]=3)[CH:31]=2)[CH:22]=1)[NH:12]C(OC(C)(C)C)=O.O.[OH-].[Li+].Cl. Product: [CH:31]1[C:32]2[C:37](=[CH:36][CH:35]=[CH:34][CH:33]=2)[CH:38]=[CH:39][C:30]=1[CH2:29][CH2:28][O:27][C:23]1[CH:22]=[C:21]([CH:26]=[CH:25][CH:24]=1)[CH2:20][C@@H:11]([C:10]([OH:40])=[O:9])[NH2:12]. The catalyst class is: 34. (3) Reactant: C(=O)([O-])[O-].[Cs+].[Cs+].[NH2:7][C:8]1[N:13]=[CH:12][C:11]([C:14]([N:16]2[C@@H:21]([CH3:22])[CH2:20][O:19][CH2:18][C@@H:17]2[CH3:23])=[O:15])=[CH:10][CH:9]=1.Br[C:25]1[C:26](=[O:33])[N:27]([CH3:32])[N:28]=[C:29]([Cl:31])[CH:30]=1.CC1(C)C2C(=C(P(C3C=CC=CC=3)C3C=CC=CC=3)C=CC=2)OC2C(P(C3C=CC=CC=3)C3C=CC=CC=3)=CC=CC1=2. Product: [Cl:31][C:29]1[CH:30]=[C:25]([NH:7][C:8]2[CH:9]=[CH:10][C:11]([C:14]([N:16]3[C@@H:21]([CH3:22])[CH2:20][O:19][CH2:18][C@@H:17]3[CH3:23])=[O:15])=[CH:12][N:13]=2)[C:26](=[O:33])[N:27]([CH3:32])[N:28]=1. The catalyst class is: 102.